This data is from Catalyst prediction with 721,799 reactions and 888 catalyst types from USPTO. The task is: Predict which catalyst facilitates the given reaction. (1) Reactant: [F:1][C:2]1[CH:3]=[C:4]([CH2:10][C:11]([OH:13])=O)[CH:5]=[CH:6][C:7]=1[O:8]C.[NH:14]1[CH2:17][CH2:16][CH2:15]1.C(N(CC)C(C)C)(C)C.C(Cl)CCl. Product: [N:14]1([C:11](=[O:13])[CH2:10][C:4]2[CH:5]=[CH:6][C:7]([OH:8])=[C:2]([F:1])[CH:3]=2)[CH2:17][CH2:16][CH2:15]1. The catalyst class is: 3. (2) Reactant: [C:1]1([CH2:7][CH2:8][C:9](=[O:11])[CH3:10])[CH:6]=[CH:5][CH:4]=[CH:3][CH:2]=1.[CH3:12][N:13]([CH:15](OC)OC)[CH3:14]. Product: [CH3:12][N:13]([CH3:15])/[CH:14]=[CH:10]/[C:9](=[O:11])[CH2:8][CH2:7][C:1]1[CH:6]=[CH:5][CH:4]=[CH:3][CH:2]=1. The catalyst class is: 3. (3) The catalyst class is: 3. Product: [Cl:1][C:2]1[CH:10]=[C:9]([Cl:11])[CH:8]=[C:7]([F:12])[C:3]=1[C:4]([NH:13][C:14]1[CH:19]=[CH:18][CH:17]=[C:16]([S:20](=[O:22])(=[O:21])[NH2:23])[CH:15]=1)=[O:6]. Reactant: [Cl:1][C:2]1[CH:10]=[C:9]([Cl:11])[CH:8]=[C:7]([F:12])[C:3]=1[C:4]([OH:6])=O.[NH2:13][C:14]1[CH:15]=[C:16]([S:20]([NH2:23])(=[O:22])=[O:21])[CH:17]=[CH:18][CH:19]=1.CN(C(ON1N=NC2C=CC=NC1=2)=[N+](C)C)C.F[P-](F)(F)(F)(F)F.CN1CCOCC1.Cl. (4) Reactant: [N+:1]([O-:4])([O-:3])=[O:2].[Ni+2:5].[N+:6]([O-:9])([O-:8])=[O:7]. Product: [N+:1]([O-:4])([OH:3])=[O:2].[N+:6]([O-:9])([O-:8])=[O:7].[Ni+2:5].[N+:1]([O-:4])([O-:3])=[O:2]. The catalyst class is: 6. (5) Reactant: [C:1]1([NH:7][C:8](=[O:29])[O:9][CH:10]2[CH2:17][CH:16]3[CH:12]([CH2:13][CH:14]([NH:18][CH2:19][C:20]([N:22]4[CH2:26][CH2:25][CH2:24][CH:23]4[C:27]#[N:28])=[O:21])[CH2:15]3)[CH2:11]2)[CH:6]=[CH:5][CH:4]=[CH:3][CH:2]=1.[ClH:30]. Product: [ClH:30].[C:1]1([NH:7][C:8](=[O:29])[O:9][CH:10]2[CH2:11][CH:12]3[CH:16]([CH2:15][CH:14]([NH:18][CH2:19][C:20]([N:22]4[CH2:26][CH2:25][CH2:24][CH:23]4[C:27]#[N:28])=[O:21])[CH2:13]3)[CH2:17]2)[CH:6]=[CH:5][CH:4]=[CH:3][CH:2]=1. The catalyst class is: 28.